Dataset: Catalyst prediction with 721,799 reactions and 888 catalyst types from USPTO. Task: Predict which catalyst facilitates the given reaction. (1) Reactant: [Cl:1][C:2]1[CH:7]=[CH:6][C:5]([OH:8])=[C:4]([O:9][C:10]2[C:15]([O:16][CH3:17])=[CH:14][CH:13]=[CH:12][C:11]=2[F:18])[CH:3]=1.[C:19]([O:23][C:24]([N:26]1[CH2:31][CH2:30][CH2:29][C@H:28](CS(C)(=O)=O)[CH2:27]1)=[O:25])([CH3:22])([CH3:21])[CH3:20].[C:37](=O)([O-])[O-].[Cs+].[Cs+]. Product: [C:19]([O:23][C:24]([N:26]1[CH2:27][CH2:28][CH2:29][CH2:30][C@H:31]1[CH2:37][O:8][C:5]1[CH:6]=[CH:7][C:2]([Cl:1])=[CH:3][C:4]=1[O:9][C:10]1[C:15]([O:16][CH3:17])=[CH:14][CH:13]=[CH:12][C:11]=1[F:18])=[O:25])([CH3:20])([CH3:21])[CH3:22]. The catalyst class is: 10. (2) Reactant: [Cl:1][C:2]1[N:10]=[CH:9][N:8]=[C:7]2[C:3]=1[N:4]=[CH:5][NH:6]2.[H-].[Na+].[CH3:13][CH2:14]I. Product: [Cl:1][C:2]1[N:10]=[CH:9][N:8]=[C:7]2[C:3]=1[N:4]=[CH:5][N:6]2[CH2:13][CH3:14]. The catalyst class is: 3. (3) Reactant: [C:1]([O:5][C:6]([NH:8][C:9]1[CH:14]=[CH:13][C:12]([C:15]#[N:16])=[CH:11][C:10]=1[C:17]#[C:18][C:19]1[CH:20]=[C:21]([NH:25][C:26](=[O:32])[O:27][C:28]([CH3:31])([CH3:30])[CH3:29])[CH:22]=[N:23][CH:24]=1)=[O:7])([CH3:4])([CH3:3])[CH3:2]. Product: [C:1]([O:5][C:6]([NH:8][C:9]1[CH:14]=[CH:13][C:12]([C:15]#[N:16])=[CH:11][C:10]=1[CH2:17][CH2:18][C:19]1[CH:20]=[C:21]([NH:25][C:26](=[O:32])[O:27][C:28]([CH3:31])([CH3:30])[CH3:29])[CH:22]=[N:23][CH:24]=1)=[O:7])([CH3:4])([CH3:3])[CH3:2]. The catalyst class is: 43. (4) Reactant: [Br:1][C:2]1[CH:7]=[CH:6][C:5]([C:8]([CH3:12])([CH3:11])[CH2:9][OH:10])=[C:4]([F:13])[CH:3]=1.[H-].[Na+].[CH3:16]I. Product: [CH3:16][O:10][CH2:9][C:8]([C:5]1[CH:6]=[CH:7][C:2]([Br:1])=[CH:3][C:4]=1[F:13])([CH3:11])[CH3:12]. The catalyst class is: 3. (5) Reactant: O=[C:2]([C:8]1[S:12][CH:11]=[N:10][CH:9]=1)[C:3]([O:5][CH2:6][CH3:7])=[O:4].C(O)C.C([O-])(=O)C.[Na+].Cl.[NH2:22][OH:23]. Product: [OH:23][N:22]=[C:2]([C:8]1[S:12][CH:11]=[N:10][CH:9]=1)[C:3]([O:5][CH2:6][CH3:7])=[O:4]. The catalyst class is: 195. (6) Reactant: C([O:3][C:4]([C:6]1[N:7]([CH2:21][CH3:22])[C:8]([C:11]2[C:20]3[C:15](=[CH:16][CH:17]=[CH:18][CH:19]=3)[CH:14]=[CH:13][CH:12]=2)=[N:9][CH:10]=1)=[O:5])C.[OH-].[Li+]. Product: [CH2:21]([N:7]1[C:6]([C:4]([OH:5])=[O:3])=[CH:10][N:9]=[C:8]1[C:11]1[C:20]2[C:15](=[CH:16][CH:17]=[CH:18][CH:19]=2)[CH:14]=[CH:13][CH:12]=1)[CH3:22]. The catalyst class is: 20. (7) Reactant: [Br:1]N1C(=O)CCC1=O.[C:9]([O:13][C:14]([N:16]1[CH2:21][CH2:20][N:19]([C:22]2[CH:23]=[N:24][CH:25]=[C:26]([O:28][CH3:29])[CH:27]=2)[CH2:18][CH2:17]1)=[O:15])([CH3:12])([CH3:11])[CH3:10].[OH-].[Na+]. Product: [C:9]([O:13][C:14]([N:16]1[CH2:17][CH2:18][N:19]([C:22]2[CH:23]=[N:24][C:25]([Br:1])=[C:26]([O:28][CH3:29])[CH:27]=2)[CH2:20][CH2:21]1)=[O:15])([CH3:12])([CH3:11])[CH3:10]. The catalyst class is: 10. (8) Reactant: [CH3:1][CH:2]1[C:11]2[C:6](=[CH:7][CH:8]=[CH:9][C:10]=2[O:12][C:13]2[N:18]=[CH:17][C:16]([NH2:19])=[CH:15][CH:14]=2)[O:5][CH2:4][CH2:3]1.CCN(C(C)C)C(C)C.[CH3:29][C:30]([O:33][C:34]([NH:36][C:37]([CH3:42])([C:39](O)=[O:40])[CH3:38])=[O:35])([CH3:32])[CH3:31].CN(C(ON1N=NC2C=CC=NC1=2)=[N+](C)C)C.F[P-](F)(F)(F)(F)F. Product: [CH3:42][C:37]([NH:36][C:34](=[O:35])[O:33][C:30]([CH3:32])([CH3:31])[CH3:29])([CH3:38])[C:39]([NH:19][C:16]1[CH:17]=[N:18][C:13]([O:12][C:10]2[CH:9]=[CH:8][CH:7]=[C:6]3[C:11]=2[CH:2]([CH3:1])[CH2:3][CH2:4][O:5]3)=[CH:14][CH:15]=1)=[O:40]. The catalyst class is: 9.